From a dataset of NCI-60 drug combinations with 297,098 pairs across 59 cell lines. Regression. Given two drug SMILES strings and cell line genomic features, predict the synergy score measuring deviation from expected non-interaction effect. (1) Drug 1: C1=C(C(=O)NC(=O)N1)F. Synergy scores: CSS=37.5, Synergy_ZIP=1.85, Synergy_Bliss=-4.50, Synergy_Loewe=-3.09, Synergy_HSA=-2.65. Drug 2: CC12CCC3C(C1CCC2O)C(CC4=C3C=CC(=C4)O)CCCCCCCCCS(=O)CCCC(C(F)(F)F)(F)F. Cell line: HT29. (2) Drug 1: CC1OCC2C(O1)C(C(C(O2)OC3C4COC(=O)C4C(C5=CC6=C(C=C35)OCO6)C7=CC(=C(C(=C7)OC)O)OC)O)O. Drug 2: COC1=C2C(=CC3=C1OC=C3)C=CC(=O)O2. Cell line: RPMI-8226. Synergy scores: CSS=41.4, Synergy_ZIP=2.53, Synergy_Bliss=-3.00, Synergy_Loewe=-24.5, Synergy_HSA=-4.04. (3) Drug 1: CC1=CC=C(C=C1)C2=CC(=NN2C3=CC=C(C=C3)S(=O)(=O)N)C(F)(F)F. Drug 2: CC1=C(C=C(C=C1)NC(=O)C2=CC=C(C=C2)CN3CCN(CC3)C)NC4=NC=CC(=N4)C5=CN=CC=C5. Cell line: ACHN. Synergy scores: CSS=-1.71, Synergy_ZIP=0.0580, Synergy_Bliss=-1.24, Synergy_Loewe=-4.75, Synergy_HSA=-3.03. (4) Drug 1: C1=CC(=CC=C1CC(C(=O)O)N)N(CCCl)CCCl.Cl. Drug 2: C(CCl)NC(=O)N(CCCl)N=O. Cell line: SK-MEL-28. Synergy scores: CSS=5.47, Synergy_ZIP=0.641, Synergy_Bliss=3.07, Synergy_Loewe=-3.05, Synergy_HSA=-1.10.